Dataset: Full USPTO retrosynthesis dataset with 1.9M reactions from patents (1976-2016). Task: Predict the reactants needed to synthesize the given product. (1) Given the product [F:1][C:2]([F:36])([F:35])[C:3]1[CH:4]=[C:5]([C:13]([CH3:34])([CH3:33])[C:14]([N:16]([C:18]2[CH:19]=[N:20][C:21]([N:42]3[CH2:41][C:40](=[O:43])[N:39]4[CH2:44][CH2:45][CH2:46][C@@H:38]4[CH2:37]3)=[CH:22][C:23]=2[C:24]2[CH:29]=[CH:28][C:27]([F:30])=[CH:26][C:25]=2[CH3:31])[CH3:17])=[O:15])[CH:6]=[C:7]([C:9]([F:12])([F:11])[F:10])[CH:8]=1, predict the reactants needed to synthesize it. The reactants are: [F:1][C:2]([F:36])([F:35])[C:3]1[CH:4]=[C:5]([C:13]([CH3:34])([CH3:33])[C:14]([N:16]([C:18]2[CH:19]=[N:20][C:21](Cl)=[CH:22][C:23]=2[C:24]2[CH:29]=[CH:28][C:27]([F:30])=[CH:26][C:25]=2[CH3:31])[CH3:17])=[O:15])[CH:6]=[C:7]([C:9]([F:12])([F:11])[F:10])[CH:8]=1.[CH2:37]1[NH:42][CH2:41][C:40](=[O:43])[N:39]2[CH2:44][CH2:45][CH2:46][C@H:38]12.C(=O)([O-])[O-].[K+].[K+].[NH4+].[Cl-]. (2) Given the product [N:1]([CH2:12][C:11]([C:10]1[CH:15]=[CH:16][CH:17]=[C:8]([O:7][C:6]([F:5])([F:18])[F:19])[CH:9]=1)=[O:14])=[N+:2]=[N-:3], predict the reactants needed to synthesize it. The reactants are: [N-:1]=[N+:2]=[N-:3].[Na+].[F:5][C:6]([F:19])([F:18])[O:7][C:8]1[CH:9]=[C:10]([CH:15]=[CH:16][CH:17]=1)[C:11](=[O:14])[CH2:12]Br. (3) Given the product [Br:1][C:2]1[CH:6]=[CH:5][S:4][C:3]=1[C:7]1[NH:12][C:11](=[O:13])[C:10]2=[C:14]([CH2:15][CH3:16])[N:17]=[C:18]([CH:20]3[CH2:24][CH2:23][CH2:22][CH2:21]3)[N:9]2[N:8]=1, predict the reactants needed to synthesize it. The reactants are: [Br:1][C:2]1[CH:6]=[CH:5][S:4][C:3]=1[C:7]1[NH:12][C:11](=[O:13])[C:10]([CH:14]([NH:17][C:18]([CH:20]2[CH2:24][CH2:23][CH2:22][CH2:21]2)=O)[CH2:15][CH3:16])=[N:9][N:8]=1.P(Cl)(Cl)(Cl)=O. (4) Given the product [C:1]([C@@H:4]([NH:8][C:9]([C:11]1[S:27][C:14]2=[N:15][C:16]3[CH2:17][CH2:18][CH:19]([C:23]([CH3:24])([CH3:26])[CH3:25])[CH2:20][C:21]=3[CH:22]=[C:13]2[CH:12]=1)=[O:10])[CH:5]([CH3:7])[CH3:6])#[N:2], predict the reactants needed to synthesize it. The reactants are: [C:1]([C@@H:4]([NH:8][C:9]([C:11]1[S:27][C:14]2=[N:15][C:16]3[CH2:17][CH2:18][CH:19]([C:23]([CH3:26])([CH3:25])[CH3:24])[CH2:20][C:21]=3[CH:22]=[C:13]2[CH:12]=1)=[O:10])[CH:5]([CH3:7])[CH3:6])(=O)[NH2:2].O=P(Cl)(Cl)Cl. (5) Given the product [F:49][C:50]1[CH:51]=[C:52]([C:57]2[CH:62]=[CH:61][CH:60]=[C:59]([NH:63][C:22]([C:17]3[C:18](=[O:21])[O:19][C:20]4[C:15]([CH:16]=3)=[CH:14][CH:13]=[CH:12][C:11]=4[OH:10])=[O:24])[CH:58]=2)[CH:53]=[C:54]([F:56])[CH:55]=1, predict the reactants needed to synthesize it. The reactants are: CCN(C(C)C)C(C)C.[OH:10][C:11]1[CH:12]=[CH:13][CH:14]=[C:15]2[C:20]=1[O:19][C:18](=[O:21])[C:17]([C:22]([OH:24])=O)=[CH:16]2.CN(C(ON1N=NC2C=CC=NC1=2)=[N+](C)C)C.F[P-](F)(F)(F)(F)F.[F:49][C:50]1[CH:51]=[C:52]([C:57]2[CH:62]=[CH:61][CH:60]=[C:59]([NH2:63])[CH:58]=2)[CH:53]=[C:54]([F:56])[CH:55]=1. (6) Given the product [F:21][C:18]1[CH:17]=[CH:16][C:15]([CH2:14][O:13][C:12]2[CH:11]=[N:10][N:9]([C:22]3[CH:23]=[CH:24][C:25]([O:28][CH:29]4[CH2:34][CH2:33][CH2:32][CH2:31][O:30]4)=[CH:26][CH:27]=3)[C:8](=[O:35])[CH:7]=2)=[CH:20][CH:19]=1, predict the reactants needed to synthesize it. The reactants are: O1CCCC1.Br[C:7]1[C:8](=[O:35])[N:9]([C:22]2[CH:27]=[CH:26][C:25]([O:28][CH:29]3[CH2:34][CH2:33][CH2:32][CH2:31][O:30]3)=[CH:24][CH:23]=2)[N:10]=[CH:11][C:12]=1[O:13][CH2:14][C:15]1[CH:20]=[CH:19][C:18]([F:21])=[CH:17][CH:16]=1.CCCCCC.C([Li])CCC.CO. (7) Given the product [Si:9]([O:16][CH2:17][CH2:18][C:19]1([CH2:20][OH:21])[CH2:1][CH2:22]1)([C:12]([CH3:15])([CH3:14])[CH3:13])([CH3:10])[CH3:11], predict the reactants needed to synthesize it. The reactants are: [CH2:1]([Zn]CC)C.ClCI.[Si:9]([O:16][CH2:17][CH2:18][C:19](=[CH2:22])[CH2:20][OH:21])([C:12]([CH3:15])([CH3:14])[CH3:13])([CH3:11])[CH3:10].[NH4+].[Cl-]. (8) Given the product [C:1]([CH2:3][CH2:4][N:5]([C:10]([O:12][C:13]([CH3:16])([CH3:15])[CH3:14])=[O:11])[CH2:6][C:7]([NH:41][CH2:30][CH2:31][C:32]1[CH:40]=[CH:39][C:38]2[O:37][CH2:36][O:35][C:34]=2[CH:33]=1)=[O:9])#[N:2], predict the reactants needed to synthesize it. The reactants are: [C:1]([CH2:3][CH2:4][N:5]([C:10]([O:12][C:13]([CH3:16])([CH3:15])[CH3:14])=[O:11])[CH2:6][C:7]([OH:9])=O)#[N:2].C(N1C=CN=C1)(N1C=CN=C1)=O.Cl.[CH2:30]([NH2:41])[CH2:31][C:32]1[CH:40]=[CH:39][C:38]2[O:37][CH2:36][O:35][C:34]=2[CH:33]=1.C(N(C(C)C)CC)(C)C. (9) Given the product [CH3:31][NH:32][C:22]([C:17]1[CH:16]=[C:15]2[C:20]([CH:21]=[C:12]([C:9]3[CH:10]=[CH:11][C:5]4[O:4][CH2:3][C:2](=[O:1])[NH:7][C:6]=4[CH:8]=3)[CH:13]([C:25]3[CH:26]=[CH:27][CH:28]=[CH:29][CH:30]=3)[S:14]2)=[CH:19][CH:18]=1)=[O:23], predict the reactants needed to synthesize it. The reactants are: [O:1]=[C:2]1[NH:7][C:6]2[CH:8]=[C:9]([C:12]3[CH:13]([C:25]4[CH:30]=[CH:29][CH:28]=[CH:27][CH:26]=4)[S:14][C:15]4[C:20]([CH:21]=3)=[CH:19][CH:18]=[C:17]([C:22](O)=[O:23])[CH:16]=4)[CH:10]=[CH:11][C:5]=2[O:4][CH2:3]1.[CH3:31][NH2:32].